Dataset: Experimentally validated miRNA-target interactions with 360,000+ pairs, plus equal number of negative samples. Task: Binary Classification. Given a miRNA mature sequence and a target amino acid sequence, predict their likelihood of interaction. The miRNA is hsa-miR-21-5p with sequence UAGCUUAUCAGACUGAUGUUGA. The protein sequence of the target gene is MLGIWTLLPLVLTSVARLSSKSVNAQVTDINSKGLELRKTVTTVETQNLEGLHHDGQFCHKPCPPGERKARDCTVNGDEPDCVPCQEGKEYTDKAHFSSKCRRCRLCDEGHGLEVEINCTRTQNTKCRCKPNFFCNSTVCEHCDPCTKCEHGIIKECTLTSNTKCKEEGSRSNLGWLCLLLLPIPLIVWVKRKEVQKTCRKHRKENQGSHESPTLNPETVAINLSDVDLSKYITTIAGVMTLSQVKGFVRKNGVNEAKIDEIKNDNVQDTAEQKVQLLRNWHQLHGKKEAYDTLIKDLKK.... Result: 1 (interaction).